From a dataset of Catalyst prediction with 721,799 reactions and 888 catalyst types from USPTO. Predict which catalyst facilitates the given reaction. (1) Reactant: [H-].[Na+].[O:3]1[CH2:7][CH2:6][NH:5][C:4]1=[O:8].Br[CH2:10]/[CH:11]=[C:12](/[C:23]1[N:28]=[C:27]([O:29][CH3:30])[C:26]([Cl:31])=[CH:25][CH:24]=1)\[C:13]1[CH:18]=[CH:17][C:16]([C:19]([CH3:22])([CH3:21])[CH3:20])=[CH:15][CH:14]=1.O. Product: [C:19]([C:16]1[CH:15]=[CH:14][C:13](/[C:12](/[C:23]2[CH:24]=[CH:25][C:26]([Cl:31])=[C:27]([O:29][CH3:30])[N:28]=2)=[CH:11]\[CH2:10][N:5]2[CH2:6][CH2:7][O:3][C:4]2=[O:8])=[CH:18][CH:17]=1)([CH3:20])([CH3:21])[CH3:22]. The catalyst class is: 7. (2) Reactant: [F:1][C:2]1[CH:7]=[CH:6][C:5]([F:8])=[CH:4][C:3]=1[CH:9]([S:22]([C:25]1[CH:30]=[CH:29][C:28]([F:31])=[CH:27][CH:26]=1)(=[O:24])=[O:23])[C:10]1[C:11]([CH3:21])=[CH:12][C:13]([C:16]([NH:18][CH2:19][OH:20])=[O:17])=[N:14][CH:15]=1.[Si:32]([O:49][CH2:50][CH2:51]O)([C:45]([CH3:48])([CH3:47])[CH3:46])([C:39]1[CH:44]=[CH:43][CH:42]=[CH:41][CH:40]=1)[C:33]1[CH:38]=[CH:37][CH:36]=[CH:35][CH:34]=1.C1(C)C=CC(S(O)(=O)=O)=CC=1. Product: [Si:32]([O:49][CH2:50][CH2:51][O:20][CH2:19][NH:18][C:16]([C:13]1[CH:12]=[C:11]([CH3:21])[C:10]([CH:9]([C:3]2[CH:4]=[C:5]([F:8])[CH:6]=[CH:7][C:2]=2[F:1])[S:22]([C:25]2[CH:26]=[CH:27][C:28]([F:31])=[CH:29][CH:30]=2)(=[O:24])=[O:23])=[CH:15][N:14]=1)=[O:17])([C:45]([CH3:46])([CH3:47])[CH3:48])([C:39]1[CH:40]=[CH:41][CH:42]=[CH:43][CH:44]=1)[C:33]1[CH:38]=[CH:37][CH:36]=[CH:35][CH:34]=1. The catalyst class is: 48. (3) Reactant: [CH3:1][C:2]1[CH:3]=[C:4]2[C:8](=[CH:9][C:10]=1[CH3:11])[C:7](=[O:12])[N:6]([C:13]1[CH:14]=[N:15][CH:16]=[CH:17][CH:18]=1)[CH:5]2[CH2:19][C:20]([OH:22])=[O:21].[CH2:23](O)[CH2:24][CH3:25].Cl.C(N=C=NCCCN(C)C)C. Product: [CH3:1][C:2]1[CH:3]=[C:4]2[C:8](=[CH:9][C:10]=1[CH3:11])[C:7](=[O:12])[N:6]([C:13]1[CH:14]=[N:15][CH:16]=[CH:17][CH:18]=1)[CH:5]2[CH2:19][C:20]([O:22][CH2:23][CH2:24][CH3:25])=[O:21]. The catalyst class is: 119. (4) Reactant: [S:1]1[C:5]2[CH:6]=[CH:7][CH:8]=[CH:9][C:4]=2[NH:3][CH2:2]1.NC1C=CC=CC=1S.C=O.[C:20]([C:22]1[CH:23]=[C:24]([CH:28]=[C:29]([O:33][C:34]([F:37])([F:36])[F:35])[C:30]=1[O:31][CH3:32])[C:25](Cl)=[O:26])#[N:21]. Product: [C:20]([C:22]1[CH:23]=[C:24]([CH:28]=[C:29]([O:33][C:34]([F:35])([F:36])[F:37])[C:30]=1[O:31][CH3:32])[C:25]([N:3]1[C:4]2[CH:9]=[CH:8][CH:7]=[CH:6][C:5]=2[S:1][CH2:2]1)=[O:26])#[N:21]. The catalyst class is: 542. (5) Reactant: [CH2:1]([O:8][C:9]1[CH:14]=[CH:13][CH:12]=[CH:11][C:10]=1[CH:15]([O:17][C:18]1[CH:27]=[CH:26][C:21]([C:22]([O:24]C)=[O:23])=[CH:20][CH:19]=1)[CH3:16])[C:2]1[CH:7]=[CH:6][CH:5]=[CH:4][CH:3]=1.[OH-].[Na+]. Product: [CH2:1]([O:8][C:9]1[CH:14]=[CH:13][CH:12]=[CH:11][C:10]=1[CH:15]([O:17][C:18]1[CH:19]=[CH:20][C:21]([C:22]([OH:24])=[O:23])=[CH:26][CH:27]=1)[CH3:16])[C:2]1[CH:3]=[CH:4][CH:5]=[CH:6][CH:7]=1. The catalyst class is: 36. (6) Reactant: [F:1][C:2]([F:36])([F:35])[C:3]1[CH:4]=[C:5]([C:13]([CH3:34])([CH3:33])[C:14]([N:16]([C:18]2[CH:19]=[N:20][C:21](Cl)=[CH:22][C:23]=2[C:24]2[CH:29]=[CH:28][C:27]([F:30])=[CH:26][C:25]=2[CH3:31])[CH3:17])=[O:15])[CH:6]=[C:7]([C:9]([F:12])([F:11])[F:10])[CH:8]=1.[CH2:37]1[NH:42][C:41](=[O:43])[CH2:40][N:39]2[CH2:44][CH2:45][CH2:46][C@H:38]12.CN(C)CN.C(=O)([O-])[O-].[Cs+].[Cs+]. Product: [F:1][C:2]([F:36])([F:35])[C:3]1[CH:4]=[C:5]([C:13]([CH3:34])([CH3:33])[C:14]([N:16]([C:18]2[CH:19]=[N:20][C:21]([N:42]3[C:41](=[O:43])[CH2:40][N:39]4[CH2:44][CH2:45][CH2:46][C@@H:38]4[CH2:37]3)=[CH:22][C:23]=2[C:24]2[CH:29]=[CH:28][C:27]([F:30])=[CH:26][C:25]=2[CH3:31])[CH3:17])=[O:15])[CH:6]=[C:7]([C:9]([F:12])([F:11])[F:10])[CH:8]=1. The catalyst class is: 830. (7) Reactant: Cl[C:2]1[N:7]=[C:6]([NH:8][CH2:9][C:10]2[CH:15]=[CH:14][CH:13]=[CH:12][N:11]=2)[C:5]([F:16])=[CH:4][N:3]=1.[NH2:17][C:18]1[CH:19]=[C:20]2[C:24](=[CH:25][CH:26]=1)[NH:23][N:22]=[CH:21]2. Product: [F:16][C:5]1[C:6]([NH:8][CH2:9][C:10]2[CH:15]=[CH:14][CH:13]=[CH:12][N:11]=2)=[N:7][C:2]([NH:17][C:18]2[CH:19]=[C:20]3[C:24](=[CH:25][CH:26]=2)[NH:23][N:22]=[CH:21]3)=[N:3][CH:4]=1. The catalyst class is: 5.